This data is from Full USPTO retrosynthesis dataset with 1.9M reactions from patents (1976-2016). The task is: Predict the reactants needed to synthesize the given product. (1) The reactants are: I[C:2]1[CH:7]=[CH:6][C:5]([CH:8]([CH3:14])[C:9]([O:11][CH2:12][CH3:13])=[O:10])=[CH:4][C:3]=1[CH3:15].[CH3:16][N:17](C)C=O. Given the product [C:16]([C:2]1[CH:7]=[CH:6][C:5]([CH:8]([CH3:14])[C:9]([O:11][CH2:12][CH3:13])=[O:10])=[CH:4][C:3]=1[CH3:15])#[N:17], predict the reactants needed to synthesize it. (2) Given the product [CH3:12][C:13]1[N:14]=[CH:15][N:16]([C:2]2[CH:7]=[CH:6][N:5]=[C:4]([NH2:8])[C:3]=2[N+:9]([O-:11])=[O:10])[CH:17]=1, predict the reactants needed to synthesize it. The reactants are: Cl[C:2]1[CH:7]=[CH:6][N:5]=[C:4]([NH2:8])[C:3]=1[N+:9]([O-:11])=[O:10].[CH3:12][C:13]1[N:14]=[CH:15][NH:16][CH:17]=1. (3) Given the product [CH2:21]([O:20][C:19]1[CH:18]=[CH:17][N:16]=[CH:15][C:14]=1[NH2:11])[CH2:22][CH2:23][CH:24]=[CH2:25], predict the reactants needed to synthesize it. The reactants are: [N+](C1C=NC=CC=1O)([O-])=O.[N+:11]([C:14]1[CH:15]=[N:16][CH:17]=[CH:18][C:19]=1[O:20][CH2:21][CH2:22][CH2:23][CH:24]=[CH2:25])([O-])=O. (4) Given the product [O:11]1[C:15]2[CH:16]=[CH:17][C:18]([CH2:20][NH:4][C:3]3[CH:5]=[CH:6][CH:7]=[CH:8][C:2]=3[C:1]([OH:10])=[O:9])=[CH:19][C:14]=2[CH:13]=[CH:12]1, predict the reactants needed to synthesize it. The reactants are: [C:1]([OH:10])(=[O:9])[C:2]1[C:3](=[CH:5][CH:6]=[CH:7][CH:8]=1)[NH2:4].[O:11]1[C:15]2[CH:16]=[CH:17][C:18]([CH:20]=O)=[CH:19][C:14]=2[CH:13]=[CH:12]1. (5) The reactants are: C[O:2][C:3]1[C:10]([C:11]2[CH:16]=[CH:15][N:14]=[CH:13][CH:12]=2)=[CH:9][CH:8]=[CH:7][C:4]=1[C:5]#[N:6].C1(S)C=CC=CC=1.C([O-])([O-])=O.[K+].[K+].[OH-].[Na+]. Given the product [OH:2][C:3]1[C:10]([C:11]2[CH:16]=[CH:15][N:14]=[CH:13][CH:12]=2)=[CH:9][CH:8]=[CH:7][C:4]=1[C:5]#[N:6], predict the reactants needed to synthesize it.